From a dataset of Experimentally validated miRNA-target interactions with 360,000+ pairs, plus equal number of negative samples. Binary Classification. Given a miRNA mature sequence and a target amino acid sequence, predict their likelihood of interaction. (1) The miRNA is hsa-miR-513c-3p with sequence UAAAUUUCACCUUUCUGAGAAGA. The protein sequence of the target gene is MAAPKTSIPSLAECQCGICMEILLEPVTLPCNHTLCNPCFQSTVEKANLCCPFCRRRVSSWTRYHTRRNSLVNTDLWEIIQKHYAKECKLRISGQESKEIIDECQPVRRLSEPGELRREYEEEISRVEAERQASKEEENKASEEYIQRLLAEEEEEEKRQREKRRSEMEEQLRGDEELARSLSTSINSNYERNTLASPLSSRKSDPVTNKSQKKNTSKQKTFGDIQKYLSPKLKPGTALACKAELEEDICKSKETDRSDTKSPVLQDTEIEKNIPTLSPQTCLETQEQGSESSAGIPGPQ.... Result: 0 (no interaction). (2) The miRNA is hsa-miR-4758-3p with sequence UGCCCCACCUGCUGACCACCCUC. The protein sequence of the target gene is MALSTRTQAACLLLLLLASLSSTTYLHQQMRQTTELQPLHGEESRADIAIPMQKRRKRDTNFPICIFCCKCCNNSQCGICCKT. Result: 0 (no interaction). (3) The miRNA is mmu-miR-8103 with sequence UCUCCUGUUCUCUGUUCUCCC. The protein sequence of the target gene is MEVQVSQASLGFELTSVEKSLREWSRLSREVIAWLCPSSPNFILNFPPPPSASSVSMVQLFSSPFGYQSPSGHSEEEREGNMKSAKPQVNHSQHGESQRALSPLQSTLSSAASPSQAYETYIENGLICLKHKIRNIEKKKLKLEDYKDRLKSGEHLNPDQLEAVEKYEEVLHNLEFAKELQKTFSGLSLDLLKAQKKAQRREHMLKLEAEKKKLRTILQVQYVLQNLTQEHVQKDFKGGLNGAVYLPSKELDYLIKFSKLTCPERNESLSVEDQMEQSSLYFWDLLEGSEKAVVGTTYKH.... Result: 0 (no interaction). (4) The miRNA is rno-miR-222-3p with sequence AGCUACAUCUGGCUACUGGGU. The protein sequence of the target gene is MDPKQTTLLCLVLCLGQRIQAQEGDFPMPFISAKSSPVIPLDGSVKIQCQAIREAYLTQLMIIKNSTYREIGRRLKFWNETDPEFVIDHMDANKAGRYQCQYRIGHYRFRYSDTLELVVTGLYGKPFLSADRGLVLMPGENISLTCSSAHIPFDRFSLAKEGELSLPQHQSGEHPANFSLGPVDLNVSGIYRCYGWYNRSPYLWSFPSNALELVVTDSIHQDYTTQNLIRMAVAGLVLVALLAILVENWHSHTALNKEASADVAEPSWSQQMCQPGLTFARTPSVCK. Result: 0 (no interaction). (5) The miRNA is hsa-miR-4279 with sequence CUCUCCUCCCGGCUUC. The protein sequence of the target gene is MAALAPLPPLPAQFKSIQHHLRTAQEHDKRDPVVAYYCRLYAMQTGMKIDSKTPECRKFLSKLMDQLEALKKQLGDNEAITQEIVGCAHLENYALKMFLYADNEDRAGRFHKNMIKSFYTASLLIDVITVFGELTDENVKHRKYARWKATYIHNCLKNGETPQAGPVGIEEDNDIEENEDAGAASLPTQPTQPSSSSTYDPSNMPSGNYTGIQIPPGAHAPANTPAEVPHSTGVASNTIQPTPQTIPAIDPALFNTISQGDVRLTPEDFARAQKYCKYAGSALQYEDVSTAVQNLQKALK.... Result: 1 (interaction). (6) The protein sequence of the target gene is MSEEEQGSGTTTGCGLPSIEQMLAANPGKTPISLLQEYGTRIGKTPVYDLLKAEGQAHQPNFTFRVTVGDTSCTGQGPSKKAAKHKAAEVALKHLKGGSMLEPALEDSSSFSPLDSSLPEDIPVFTAAAAATPVPSVVLTRSPPMELQPPVSPQQSECNPVGALQELVVQKGWRLPEYTVTQESGPAHRKEFTMTCRVERFIEIGSGTSKKLAKRNAAAKMLLRVHTVPLDARDGNEVEPDDDHFSIGVGSRLDGLRNRGPGCTWDSLRNSVGEKILSLRSCSLGSLGALGPACCRVLSE.... The miRNA is hsa-miR-330-3p with sequence GCAAAGCACACGGCCUGCAGAGA. Result: 1 (interaction). (7) The miRNA is hsa-miR-6753-3p with sequence UGGUCUGUCUCUGCCCUGGCAC. The protein sequence of the target gene is MSAAASPASERGWKSEKLDEAQALARSCAARRPDFQPCDGLSICATHSHGKCFKLHWCCHLGWCHCKYMYQPMTPVEQLPSTEIPARPREPTNTIQISVSLTEHFLKFASVFQPPLPPDSPRYCMISDLFIDNYQVKCINGKMCYVQKQPAPHSHRMSPEEVSAHDALISKESNTPKIDHCSSPSSSEDSGINAIGAHYVESCDEDTEEGAELSSEEDYSPESSWEPDECTLLSPSQSDLEVIETIETTV. Result: 0 (no interaction). (8) The miRNA is cel-miR-36-3p with sequence UCACCGGGUGAAAAUUCGCAUG. The protein sequence of the target gene is MGEFNEKKTTCGTVCLKYLLFTYNCCFWLAGLAVMAVGIWTLALKSDYISLLASGTYLATAYILVVAGTVVMVTGVLGCCATFKERRNLLRLYFILLLIIFLLEIIAGILAYAYYQQLNTELKENLKDTMTKRYHQPGHEAVTSAVDQLQQEFHCCGSNNSQDWRDSEWIRSQEAGGRVVPDSCCKTVVALCGQRDHASNIYKVEGGCITKLETFIQEHLRVIGAVGIGIACVQVFGMIFTCCLYRSLKLEHY. Result: 0 (no interaction). (9) The miRNA is hsa-miR-600 with sequence ACUUACAGACAAGAGCCUUGCUC. Result: 0 (no interaction). The protein sequence of the target gene is MSWSFLTRLLEEIHNHSTFVGKIWLTVLIVFRIVLTAVGGESIYYDEQSKFVCNTEQPGCENVCYDAFAPLSHVRFWVFQIILVATPSVMYLGYAIHKIAKMEHGEADKKAARSKPYAMRWKQHRALEETEEDNEEDPMMYPEMELESDKENKEQSQPKPKHDGRRRIREDGLMKIYVLQLLARTVFEVGFLIGQYFLYGFQVHPFYVCSRLPCPHKIDCFISRPTEKTIFLLIMYGVTGLCLLLNIWEMLHLGFGTIRDSLNSKRRELEDPGAYNYPFTWNTPSAPPGYNIAVKPDQIQ....